From a dataset of Peptide-MHC class I binding affinity with 185,985 pairs from IEDB/IMGT. Regression. Given a peptide amino acid sequence and an MHC pseudo amino acid sequence, predict their binding affinity value. This is MHC class I binding data. (1) The peptide sequence is VYMPASWVM. The MHC is HLA-A26:01 with pseudo-sequence HLA-A26:01. The binding affinity (normalized) is 0. (2) The peptide sequence is LTNEIYASI. The MHC is HLA-A02:01 with pseudo-sequence HLA-A02:01. The binding affinity (normalized) is 0.375. (3) The peptide sequence is NHITVELSL. The MHC is HLA-B38:01 with pseudo-sequence HLA-B38:01. The binding affinity (normalized) is 0.501. (4) The peptide sequence is VIVRFLTV. The MHC is H-2-Db with pseudo-sequence H-2-Db. The binding affinity (normalized) is 0.0353. (5) The MHC is HLA-A03:01 with pseudo-sequence HLA-A03:01. The peptide sequence is FLELKRGIY. The binding affinity (normalized) is 0. (6) The peptide sequence is EFCIKVLNPY. The MHC is HLA-A26:01 with pseudo-sequence HLA-A26:01. The binding affinity (normalized) is 0.377. (7) The peptide sequence is QTQTYNIGK. The MHC is HLA-A68:01 with pseudo-sequence HLA-A68:01. The binding affinity (normalized) is 0.799. (8) The peptide sequence is RVIDPRRCMK. The MHC is HLA-A31:01 with pseudo-sequence HLA-A31:01. The binding affinity (normalized) is 0.863. (9) The peptide sequence is SLFYTVATI. The MHC is HLA-A02:02 with pseudo-sequence HLA-A02:02. The binding affinity (normalized) is 0.390. (10) The peptide sequence is KPPISFPLCA. The MHC is HLA-B35:01 with pseudo-sequence HLA-B35:01. The binding affinity (normalized) is 0.0150.